This data is from NCI-60 drug combinations with 297,098 pairs across 59 cell lines. The task is: Regression. Given two drug SMILES strings and cell line genomic features, predict the synergy score measuring deviation from expected non-interaction effect. (1) Drug 1: CCCS(=O)(=O)NC1=C(C(=C(C=C1)F)C(=O)C2=CNC3=C2C=C(C=N3)C4=CC=C(C=C4)Cl)F. Drug 2: COC1=C2C(=CC3=C1OC=C3)C=CC(=O)O2. Cell line: HL-60(TB). Synergy scores: CSS=2.59, Synergy_ZIP=7.13, Synergy_Bliss=5.28, Synergy_Loewe=-3.57, Synergy_HSA=-4.36. (2) Drug 1: CCN(CC)CCNC(=O)C1=C(NC(=C1C)C=C2C3=C(C=CC(=C3)F)NC2=O)C. Drug 2: C1=CN(C=N1)CC(O)(P(=O)(O)O)P(=O)(O)O. Cell line: MDA-MB-435. Synergy scores: CSS=5.12, Synergy_ZIP=-4.81, Synergy_Bliss=-0.383, Synergy_Loewe=-1.66, Synergy_HSA=-1.22.